From a dataset of Catalyst prediction with 721,799 reactions and 888 catalyst types from USPTO. Predict which catalyst facilitates the given reaction. (1) Reactant: [I-].[Na+].C[Si](Cl)(C)C.[O:8]1CCO[CH:9]1[C:13]1[S:17][C:16]([CH:18]([C:20]2[S:21][C:22]([CH3:25])=[CH:23][CH:24]=2)O)=[CH:15][CH:14]=1.[OH-].[Na+].O.O.O.O.O.S([O-])([O-])(=O)=S.[Na+].[Na+]. Product: [CH3:25][C:22]1[S:21][C:20]([CH2:18][C:16]2[S:17][C:13]([CH:9]=[O:8])=[CH:14][CH:15]=2)=[CH:24][CH:23]=1. The catalyst class is: 744. (2) The catalyst class is: 23. Product: [F:10][C:11]1[CH:29]=[C:28]([S:30]([CH3:33])(=[O:32])=[O:31])[C:27]([F:34])=[CH:26][C:12]=1[O:13][CH:14]1[CH2:18][CH2:17][N:16]([CH:19]2[CH2:24][CH2:23][N:22]([C:2]#[N:1])[CH2:21][CH2:20]2)[C:15]1=[O:25]. Reactant: [N:1]#[C:2]Br.C(=O)([O-])[O-].[K+].[K+].[F:10][C:11]1[CH:29]=[C:28]([S:30]([CH3:33])(=[O:32])=[O:31])[C:27]([F:34])=[CH:26][C:12]=1[O:13][CH:14]1[CH2:18][CH2:17][N:16]([CH:19]2[CH2:24][CH2:23][NH:22][CH2:21][CH2:20]2)[C:15]1=[O:25].[OH-].[Na+].